Dataset: Reaction yield outcomes from USPTO patents with 853,638 reactions. Task: Predict the reaction yield, written as a fraction of the theoretical maximum amount of product (1.0 means a 100% yield; for example, 0.34 means a 34% yield). (1) The reactants are C(N(CC)CC)C.[CH2:8]([O:10][C:11]([C:13]1[C:18](O)=[CH:17][C:16](=[O:20])[N:15]([CH3:21])[CH:14]=1)=[O:12])[CH3:9].O=P(Cl)(Cl)[Cl:24]. No catalyst specified. The product is [CH2:8]([O:10][C:11]([C:13]1[C:18]([Cl:24])=[CH:17][C:16](=[O:20])[N:15]([CH3:21])[CH:14]=1)=[O:12])[CH3:9]. The yield is 0.670. (2) The reactants are Cl[CH2:2][C:3]1[CH:8]=[CH:7][CH:6]=[C:5]([S:9][CH:10]([CH3:12])[CH3:11])[N:4]=1.C[O:14][C:15](=[O:27])[CH2:16][CH:17]1[C:21]2[CH:22]=[CH:23][C:24]([OH:26])=[CH:25][C:20]=2[O:19][CH2:18]1. No catalyst specified. The product is [CH:10]([S:9][C:5]1[N:4]=[C:3]([CH2:2][O:26][C:24]2[CH:23]=[CH:22][C:21]3[CH:17]([CH2:16][C:15]([OH:27])=[O:14])[CH2:18][O:19][C:20]=3[CH:25]=2)[CH:8]=[CH:7][CH:6]=1)([CH3:12])[CH3:11]. The yield is 0.840. (3) The reactants are [CH3:1][C:2]1[CH:7]=[CH:6][CH:5]=[C:4]([C:8](=[NH:20])[NH:9][C:10]2[CH:15]=[CH:14][C:13]([S:16]([CH3:19])(=[O:18])=[O:17])=[CH:12][CH:11]=2)[N:3]=1.C(=O)(O)[O-].[Na+].Br[CH2:27][C:28](=[O:33])[C:29]([F:32])([F:31])[F:30]. The catalyst is C(O)(C)C. The product is [CH3:1][C:2]1[CH:7]=[CH:6][CH:5]=[C:4]([C:8]2[N:9]([C:10]3[CH:15]=[CH:14][C:13]([S:16]([CH3:19])(=[O:18])=[O:17])=[CH:12][CH:11]=3)[CH2:27][C:28]([OH:33])([C:29]([F:32])([F:31])[F:30])[N:20]=2)[N:3]=1. The yield is 0.210. (4) The reactants are [NH2:1][C@H:2]([C:6]([OH:8])=[O:7])[C@H:3]([CH3:5])[OH:4].C([O-])(O)=O.[Na+].O.[CH3:15][C:16]([O:19][C:20](O[C:20]([O:19][C:16]([CH3:18])([CH3:17])[CH3:15])=[O:21])=[O:21])([CH3:18])[CH3:17]. The catalyst is CO. The product is [C:20]([NH:1][C@H:2]([C:6]([OH:8])=[O:7])[C@H:3]([CH3:5])[OH:4])([O:19][C:16]([CH3:18])([CH3:17])[CH3:15])=[O:21]. The yield is 0.980. (5) The reactants are Cl.[C:2]1([C:8]2([CH2:13][C:14]([NH2:16])=[NH:15])[CH2:12][CH2:11][CH2:10][CH2:9]2)[CH:7]=[CH:6][CH:5]=[CH:4][CH:3]=1.[C:17]([O:21][C:22](=[O:37])/[C:23](/O)=[C:24](\[O:28][CH2:29][C:30]1[CH:35]=[CH:34][CH:33]=[CH:32][CH:31]=1)/[C:25](O)=[O:26])([CH3:20])([CH3:19])[CH3:18].C[O-].[Na+]. The catalyst is CO. The product is [C:17]([O:21][C:22]([C:23]1[C:24]([O:28][CH2:29][C:30]2[CH:35]=[CH:34][CH:33]=[CH:32][CH:31]=2)=[C:25]([OH:26])[N:16]=[C:14]([CH2:13][C:8]2([C:2]3[CH:7]=[CH:6][CH:5]=[CH:4][CH:3]=3)[CH2:12][CH2:11][CH2:10][CH2:9]2)[N:15]=1)=[O:37])([CH3:20])([CH3:18])[CH3:19]. The yield is 0.238. (6) The yield is 0.620. The product is [C:8]([C:5]1[CH:4]=[CH:3][C:2]([O:1][CH:26]([CH2:32][CH2:33][CH2:34][CH2:35][CH2:36][CH2:37][CH2:38][CH3:39])[C:27]([O:29][CH2:30][CH3:31])=[O:28])=[CH:7][CH:6]=1)(=[O:16])[CH2:9][CH2:10][CH2:11][CH2:12][CH2:13][CH2:14][CH3:15]. The reactants are [OH:1][C:2]1[CH:7]=[CH:6][C:5]([C:8](=[O:16])[CH2:9][CH2:10][CH2:11][CH2:12][CH2:13][CH2:14][CH3:15])=[CH:4][CH:3]=1.C([O-])([O-])=O.[K+].[K+].II.Br[CH:26]([CH2:32][CH2:33][CH2:34][CH2:35][CH2:36][CH2:37][CH2:38][CH3:39])[C:27]([O:29][CH2:30][CH3:31])=[O:28]. The catalyst is CC(C)=O. (7) The reactants are C([O-])([O-])=O.[K+].[K+].Cl.[N:8](=[CH:16][CH2:17]Cl)[CH2:9][CH2:10][CH2:11][CH2:12][CH2:13][CH2:14]Cl.[C:19]([O:27][CH2:28][CH2:29][CH2:30][C:31]1[CH:40]=[CH:39][C:34]2[NH:35][C:36](=[O:38])[S:37][C:33]=2[CH:32]=1)(=[O:26])[C:20]1[CH:25]=[CH:24][CH:23]=[CH:22][CH:21]=1.O. The catalyst is CN(C=O)C. The product is [C:19]([O:27][CH2:28][CH2:29][CH2:30][C:31]1[CH:40]=[CH:39][C:34]2[N:35]([CH2:17][CH2:16][N:8]3[CH2:14][CH2:13][CH2:12][CH2:11][CH2:10][CH2:9]3)[C:36](=[O:38])[S:37][C:33]=2[CH:32]=1)(=[O:26])[C:20]1[CH:21]=[CH:22][CH:23]=[CH:24][CH:25]=1. The yield is 0.900.